Dataset: Full USPTO retrosynthesis dataset with 1.9M reactions from patents (1976-2016). Task: Predict the reactants needed to synthesize the given product. (1) Given the product [C:8]1([C:5]2[N:6]=[N:7][C:2]([O:24][C:25]3[CH:34]=[C:33]4[C:28]([CH:29]=[CH:30][CH:31]=[N:32]4)=[CH:27][CH:26]=3)=[CH:3][C:4]=2[C:14]2[CH:19]=[CH:18][C:17]([C:20]([F:23])([F:22])[F:21])=[CH:16][CH:15]=2)[CH:13]=[CH:12][CH:11]=[CH:10][CH:9]=1, predict the reactants needed to synthesize it. The reactants are: Cl[C:2]1[N:7]=[N:6][C:5]([C:8]2[CH:13]=[CH:12][CH:11]=[CH:10][CH:9]=2)=[C:4]([C:14]2[CH:19]=[CH:18][C:17]([C:20]([F:23])([F:22])[F:21])=[CH:16][CH:15]=2)[CH:3]=1.[OH:24][C:25]1[CH:34]=[C:33]2[C:28]([CH:29]=[CH:30][CH:31]=[N:32]2)=[CH:27][CH:26]=1.[H-].[Na+]. (2) The reactants are: [F:1][C:2]1[CH:3]=[CH:4][C:5]([N+:15]([O-])=O)=[C:6]([CH:14]=1)[CH2:7][N:8]1[CH2:13][CH2:12][O:11][CH2:10][CH2:9]1.C(O)C.O.NN. Given the product [F:1][C:2]1[CH:3]=[CH:4][C:5]([NH2:15])=[C:6]([CH2:7][N:8]2[CH2:13][CH2:12][O:11][CH2:10][CH2:9]2)[CH:14]=1, predict the reactants needed to synthesize it. (3) Given the product [Br:1][C:13]1[CH:14]=[C:7]([C:3]([CH3:6])([CH3:5])[CH3:4])[C:8]([OH:15])=[C:9]([CH:12]=1)[CH:10]=[O:11], predict the reactants needed to synthesize it. The reactants are: [Br:1]Br.[C:3]([C:7]1[C:8]([O:15]COC)=[C:9]([CH:12]=[CH:13][CH:14]=1)[CH:10]=[O:11])([CH3:6])([CH3:5])[CH3:4]. (4) The reactants are: [NH2:1][C:2]1[N:10]=[C:9]([O:11][CH3:12])[CH:8]=[C:7]([O:13][CH3:14])[C:3]=1[C:4]([NH2:6])=[O:5].[O:15]=[C:16]1[C:24]2[C:19](=[CH:20][CH:21]=[CH:22][CH:23]=2)[C:18](=[O:25])[N:17]1[CH2:26][CH2:27][O:28][C:29]1[C:36]([CH3:37])=[CH:35][C:32]([CH:33]=O)=[CH:31][C:30]=1[CH3:38].OS([O-])=O.[Na+].CC1C=CC(S(O)(=O)=O)=CC=1. Given the product [CH3:14][O:13][C:7]1[C:3]2[C:4](=[O:5])[NH:6][C:33]([C:32]3[CH:35]=[C:36]([CH3:37])[C:29]([O:28][CH2:27][CH2:26][N:17]4[C:16](=[O:15])[C:24]5[C:19](=[CH:20][CH:21]=[CH:22][CH:23]=5)[C:18]4=[O:25])=[C:30]([CH3:38])[CH:31]=3)=[N:1][C:2]=2[N:10]=[C:9]([O:11][CH3:12])[CH:8]=1, predict the reactants needed to synthesize it. (5) Given the product [C:55]([O-:67])(=[O:66])[CH2:56][C:57]([CH2:62][C:63]([O-:65])=[O:64])([C:59]([O-:61])=[O:60])[OH:58].[P:47]([O-:51])([O-:50])([O-:49])=[O:48], predict the reactants needed to synthesize it. The reactants are: C(O)[C@H]1O[C@H](O[C@]2(CO)O[C@H](CO)[C@@H](O)[C@@H]2O)[C@H](O)[C@@H](O)[C@@H]1O.C(O)[C@H]1O[C@H](O[C@H]2O[C@H](CO)[C@@H](O)[C@H](O)[C@H]2O)[C@H](O)[C@@H](O)[C@@H]1O.[P:47]([O-:51])([O-:50])([O-:49])=[O:48].[K+].[K+].[K+].[C:55]([O-:67])(=[O:66])[CH2:56][C:57]([CH2:62][C:63]([O-:65])=[O:64])([C:59]([O-:61])=[O:60])[OH:58].[Na+].[Na+].[Na+]. (6) Given the product [CH3:13][C:6]1[O:7][C:8]2[C:9]([CH3:12])=[CH:10][CH:11]=[C:2]([C:25]#[N:26])[C:3]=2[C:4](=[O:14])[CH:5]=1, predict the reactants needed to synthesize it. The reactants are: N[C:2]1[CH:11]=[CH:10][C:9]([CH3:12])=[C:8]2[C:3]=1[C:4](=[O:14])[CH:5]=[C:6]([CH3:13])[O:7]2.N([O-])=O.[Na+].C(=O)(O)[O-].[Na+].[Cu][C:25]#[N:26].[C-]#N.[Na+]. (7) Given the product [CH3:10][C:11]1[N:16]=[C:15]([O:17][CH2:18][C:19]2[CH:24]=[CH:23][C:22]([CH2:25][C:26]3[CH:2]=[C:1]([C:3]4[C:4]([NH2:9])=[N:5][CH:6]=[CH:7][CH:8]=4)[O:28][N:27]=3)=[CH:21][CH:20]=2)[CH:14]=[CH:13][CH:12]=1, predict the reactants needed to synthesize it. The reactants are: [C:1]([C:3]1[C:4]([NH2:9])=[N:5][CH:6]=[CH:7][CH:8]=1)#[CH:2].[CH3:10][C:11]1[N:16]=[C:15]([O:17][CH2:18][C:19]2[CH:24]=[CH:23][C:22]([CH2:25][C:26](Cl)=[N:27][OH:28])=[CH:21][CH:20]=2)[CH:14]=[CH:13][CH:12]=1.C(N(CC)CC)C.